From a dataset of Full USPTO retrosynthesis dataset with 1.9M reactions from patents (1976-2016). Predict the reactants needed to synthesize the given product. (1) Given the product [O:1]=[CH:2][CH:3]=[CH:4][C:5]1[CH:14]=[CH:13][C:8]([C:9]([OH:11])=[O:10])=[CH:7][CH:6]=1, predict the reactants needed to synthesize it. The reactants are: [O:1]=[CH:2][CH:3]=[CH:4][C:5]1[CH:14]=[CH:13][C:8]([C:9]([O:11]C)=[O:10])=[CH:7][CH:6]=1.[OH-].[Na+]. (2) Given the product [Cl:1][C:2]1[CH:3]=[CH:4][C:5]([C:41]#[N:42])=[C:6]([C:8]2[C:13]([O:14][CH3:15])=[CH:12][N:11]([CH:16]([CH2:33][CH2:34][O:35][C:36]([F:38])([F:39])[F:37])[C:17]([NH:19][C:20]3[CH:32]=[CH:31][C:23]([C:24]([OH:26])=[O:25])=[CH:22][CH:21]=3)=[O:18])[C:10](=[O:40])[CH:9]=2)[CH:7]=1, predict the reactants needed to synthesize it. The reactants are: [Cl:1][C:2]1[CH:3]=[CH:4][C:5]([C:41]#[N:42])=[C:6]([C:8]2[C:13]([O:14][CH3:15])=[CH:12][N:11]([CH:16]([CH2:33][CH2:34][O:35][C:36]([F:39])([F:38])[F:37])[C:17]([NH:19][C:20]3[CH:32]=[CH:31][C:23]([C:24]([O:26]C(C)(C)C)=[O:25])=[CH:22][CH:21]=3)=[O:18])[C:10](=[O:40])[CH:9]=2)[CH:7]=1.C(O)(C(F)(F)F)=O. (3) Given the product [Na+:3].[Na+:3].[OH:4][C:5]1[CH:10]=[CH:9][C:8]([S:11]([O-:14])(=[O:12])=[O:13])=[CH:7][CH:6]=1.[OH:4][C:5]1[CH:10]=[CH:9][C:8]([S:11]([O-:14])(=[O:12])=[O:13])=[CH:7][CH:6]=1, predict the reactants needed to synthesize it. The reactants are: O.O.[Na+:3].[OH:4][C:5]1[CH:10]=[CH:9][C:8]([S:11]([O-:14])(=[O:13])=[O:12])=[CH:7][CH:6]=1.[OH-].[Na+].